From a dataset of Forward reaction prediction with 1.9M reactions from USPTO patents (1976-2016). Predict the product of the given reaction. (1) Given the reactants [Cl:1][C:2]1[C:32]([CH3:33])=[CH:31][C:5]([O:6][CH2:7][CH2:8][CH2:9][C:10]2[C:18]3[C:13](=[C:14]([C:19]4[C:20]([CH3:26])=[N:21][N:22]([CH3:25])[C:23]=4[CH3:24])[CH:15]=[CH:16][CH:17]=3)[NH:12][C:11]=2[C:27]([F:30])([F:29])[F:28])=[CH:4][C:3]=1[CH3:34].Br[CH2:36][C:37]([O:39]CC)=[O:38], predict the reaction product. The product is: [Cl:1][C:2]1[C:32]([CH3:33])=[CH:31][C:5]([O:6][CH2:7][CH2:8][CH2:9][C:10]2[C:18]3[C:13](=[C:14]([C:19]4[C:20]([CH3:26])=[N:21][N:22]([CH3:25])[C:23]=4[CH3:24])[CH:15]=[CH:16][CH:17]=3)[N:12]([CH2:36][C:37]([OH:39])=[O:38])[C:11]=2[C:27]([F:30])([F:29])[F:28])=[CH:4][C:3]=1[CH3:34]. (2) Given the reactants [C:1](Cl)(=[O:3])[CH3:2].[OH:5][CH2:6][C:7]1([C:22](O)=[O:23])[CH2:11][CH2:10][N:9]([C:12](=[O:21])[C:13]2[CH:18]=[CH:17][C:16]([O:19][CH3:20])=[CH:15][CH:14]=2)[CH2:8]1.O, predict the reaction product. The product is: [CH2:1]([O:3][C:6]([C:7]1([CH2:22][OH:23])[CH2:11][CH2:10][N:9]([C:12](=[O:21])[C:13]2[CH:18]=[CH:17][C:16]([O:19][CH3:20])=[CH:15][CH:14]=2)[CH2:8]1)=[O:5])[CH3:2].